This data is from Reaction yield outcomes from USPTO patents with 853,638 reactions. The task is: Predict the reaction yield, written as a fraction of the theoretical maximum amount of product (1.0 means a 100% yield; for example, 0.34 means a 34% yield). (1) The reactants are CCN(CC)CC.Br[CH2:9][CH2:10][OH:11].[OH:12][C@@H:13]1[C:29]([CH3:31])([CH3:30])[C:28](=[O:32])[C@H:27]([CH3:33])[C@@H:26]([OH:34])[C@@H:25]([CH3:35])[CH2:24][CH2:23][CH2:22][C@@H:21]2[C@@H:19]([NH:20]2)[CH2:18][C@@H:17](/[C:36](/[CH3:44])=[CH:37]/[C:38]2[N:39]=[C:40]([CH3:43])[S:41][CH:42]=2)[O:16][C:15](=[O:45])[CH2:14]1. The catalyst is C(#N)C. The product is [OH:12][C@@H:13]1[C:29]([CH3:31])([CH3:30])[C:28](=[O:32])[C@H:27]([CH3:33])[C@@H:26]([OH:34])[C@@H:25]([CH3:35])[CH2:24][CH2:23][CH2:22][C@@H:21]2[C@@H:19]([N:20]2[CH2:9][CH2:10][OH:11])[CH2:18][C@@H:17](/[C:36](/[CH3:44])=[CH:37]/[C:38]2[N:39]=[C:40]([CH3:43])[S:41][CH:42]=2)[O:16][C:15](=[O:45])[CH2:14]1. The yield is 0.682. (2) The reactants are [Cl:1][C:2]1[CH:10]=[CH:9][C:5]([C:6]([OH:8])=O)=[C:4]([CH:11]=[O:12])[CH:3]=1.Cl.CN(C)CCCN=C=NCC.[NH:25]1[CH2:30][CH2:29][O:28][CH2:27][CH2:26]1. The catalyst is ClCCl. The product is [Cl:1][C:2]1[CH:10]=[CH:9][C:5]([C:6]([N:25]2[CH2:30][CH2:29][O:28][CH2:27][CH2:26]2)=[O:8])=[C:4]([CH:3]=1)[CH:11]=[O:12]. The yield is 0.260. (3) The reactants are [OH:1][C:2]1[CH:11]=[C:10]2[C:5]([CH2:6][CH2:7][N:8]([C:12]([O:14][C:15]([CH3:18])([CH3:17])[CH3:16])=[O:13])[CH2:9]2)=[CH:4][CH:3]=1.C(=O)([O-])[O-].[K+].[K+].[CH2:25](I)[CH2:26][CH3:27]. The catalyst is CN(C=O)C. The product is [CH2:25]([O:1][C:2]1[CH:11]=[C:10]2[C:5]([CH2:6][CH2:7][N:8]([C:12]([O:14][C:15]([CH3:18])([CH3:17])[CH3:16])=[O:13])[CH2:9]2)=[CH:4][CH:3]=1)[CH2:26][CH3:27]. The yield is 0.880. (4) The product is [NH2:8][C:4]1[N:3]=[C:2]([NH:1][C:9](=[O:11])[CH3:10])[CH:7]=[CH:6][CH:5]=1. The catalyst is O1CCOCC1. The reactants are [NH2:1][C:2]1[CH:7]=[CH:6][CH:5]=[C:4]([NH2:8])[N:3]=1.[C:9](Cl)(=[O:11])[CH3:10]. The yield is 0.760.